From a dataset of CYP3A4 inhibition data for predicting drug metabolism from PubChem BioAssay. Regression/Classification. Given a drug SMILES string, predict its absorption, distribution, metabolism, or excretion properties. Task type varies by dataset: regression for continuous measurements (e.g., permeability, clearance, half-life) or binary classification for categorical outcomes (e.g., BBB penetration, CYP inhibition). Dataset: cyp3a4_veith. The drug is COc1cccc(NS(=O)(=O)c2ccc3[nH]cc(C(=O)NCCN4CCOCC4)c(=O)c3c2)c1. The result is 1 (inhibitor).